This data is from Full USPTO retrosynthesis dataset with 1.9M reactions from patents (1976-2016). The task is: Predict the reactants needed to synthesize the given product. (1) The reactants are: [Cl:1][C:2]1[CH:3]=[CH:4][C:5]([N:10]2[CH:14]=[CH:13][C:12]([CH3:15])=[N:11]2)=[C:6]([CH:9]=1)[CH:7]=O.[NH2:16][C:17]1[N:22]=[CH:21][C:20]([C:23]2[CH:24]=[C:25]([NH2:34])[C:26]([NH:29][C:30]([CH3:33])([CH3:32])[CH3:31])=[CH:27][CH:28]=2)=[CH:19][N:18]=1.OOS([O-])=O.[K+]. Given the product [C:30]([N:29]1[C:26]2[CH:27]=[CH:28][C:23]([C:20]3[CH:19]=[N:18][C:17]([NH2:16])=[N:22][CH:21]=3)=[CH:24][C:25]=2[N:34]=[C:7]1[C:6]1[CH:9]=[C:2]([Cl:1])[CH:3]=[CH:4][C:5]=1[N:10]1[CH:14]=[CH:13][C:12]([CH3:15])=[N:11]1)([CH3:33])([CH3:31])[CH3:32], predict the reactants needed to synthesize it. (2) Given the product [O:1]1[C:5]2([CH2:10][CH2:9][CH:8]([C:11]([OH:13])=[O:12])[CH2:7][CH2:6]2)[O:4][CH2:3][CH2:2]1, predict the reactants needed to synthesize it. The reactants are: [O:1]1[C:5]2([CH2:10][CH2:9][CH:8]([C:11]([O:13]CC)=[O:12])[CH2:7][CH2:6]2)[O:4][CH2:3][CH2:2]1.[Li+].[OH-].